This data is from Full USPTO retrosynthesis dataset with 1.9M reactions from patents (1976-2016). The task is: Predict the reactants needed to synthesize the given product. (1) The reactants are: Cl[C:2]1[CH:3]=[CH:4][C:5]([N+:9]([O-:11])=[O:10])=[C:6]([NH2:8])[CH:7]=1.[N:12]1[CH:17]=[CH:16][CH:15]=[CH:14][C:13]=1[N:18]1[CH2:23][CH2:22][NH:21][CH2:20][CH2:19]1.C([O-])([O-])=O.[K+].[K+].O. Given the product [N+:9]([C:5]1[CH:4]=[CH:3][C:2]([N:21]2[CH2:22][CH2:23][N:18]([C:13]3[CH:14]=[CH:15][CH:16]=[CH:17][N:12]=3)[CH2:19][CH2:20]2)=[CH:7][C:6]=1[NH2:8])([O-:11])=[O:10], predict the reactants needed to synthesize it. (2) Given the product [Cl:15][C:11]1[CH:10]=[N:9][N:8]([C:7]2[C:2]([F:1])=[CH:3][C:4]([OH:14])=[CH:5][C:6]=2[F:13])[CH:12]=1, predict the reactants needed to synthesize it. The reactants are: [F:1][C:2]1[CH:3]=[C:4]([OH:14])[CH:5]=[C:6]([F:13])[C:7]=1[N:8]1[CH:12]=[CH:11][CH:10]=[N:9]1.[Cl:15]N1C(=O)CCC1=O. (3) Given the product [Cl:41][C:36]1[CH:35]=[C:34](/[CH:33]=[CH:32]/[CH2:31][N:26]([CH2:25][CH2:24][CH2:23][CH2:22][CH2:21][CH2:20][C:18]2[NH:19][N:7]=[N:6][N:5]=2)[S:27]([CH3:30])(=[O:29])=[O:28])[CH:39]=[C:38]([Cl:40])[CH:37]=1, predict the reactants needed to synthesize it. The reactants are: C[Si]([N:5]=[N+:6]=[N-:7])(C)C.C([Sn](=O)CCCC)CCC.[C:18]([CH2:20][CH2:21][CH2:22][CH2:23][CH2:24][CH2:25][N:26]([CH2:31]/[CH:32]=[CH:33]/[C:34]1[CH:39]=[C:38]([Cl:40])[CH:37]=[C:36]([Cl:41])[CH:35]=1)[S:27]([CH3:30])(=[O:29])=[O:28])#[N:19]. (4) Given the product [Br:1][C:3]1[C:7]2=[N:8][CH:9]=[CH:10][C:11]([O:12][CH3:13])=[C:6]2[S:5][C:4]=1[C:14]([O:16][CH3:17])=[O:15], predict the reactants needed to synthesize it. The reactants are: [BrH:1].N[C:3]1[C:7]2=[N:8][CH:9]=[CH:10][C:11]([O:12][CH3:13])=[C:6]2[S:5][C:4]=1[C:14]([O:16][CH3:17])=[O:15].N([O-])=O.[Na+].C([O-])(O)=O.[Na+]. (5) Given the product [Cl:1][C:2]1[CH:10]=[CH:9][C:5]([C:6](=[O:7])[NH:27][CH:28]([C:32]2[CH:37]=[CH:36][CH:35]=[CH:34][CH:33]=2)[CH2:29][CH2:30][OH:31])=[CH:4][C:3]=1[NH:11][C:12]([C:14]1[C:25](=[O:26])[NH:24][C:17]2[N:18]=[C:19]([S:22][CH3:23])[N:20]=[CH:21][C:16]=2[CH:15]=1)=[O:13], predict the reactants needed to synthesize it. The reactants are: [Cl:1][C:2]1[CH:10]=[CH:9][C:5]([C:6](O)=[O:7])=[CH:4][C:3]=1[NH:11][C:12]([C:14]1[C:25](=[O:26])[NH:24][C:17]2[N:18]=[C:19]([S:22][CH3:23])[N:20]=[CH:21][C:16]=2[CH:15]=1)=[O:13].[NH2:27][CH:28]([C:32]1[CH:37]=[CH:36][CH:35]=[CH:34][CH:33]=1)[CH2:29][CH2:30][OH:31].C(N(CC)CC)C.CN(C(ON1N=NC2C=CC=NC1=2)=[N+](C)C)C.F[P-](F)(F)(F)(F)F. (6) The reactants are: CC1C=C(C)N([C:8]([CH:10]2[C:23]3[CH:22]=[CH:21][CH:20]=[CH:19][C:18]=3[O:17][C:16]3[C:11]2=[CH:12][CH:13]=[CH:14][CH:15]=3)=[O:9])N=1.[CH3:24][O:25][CH2:26][C:27]1[O:31][C:30]([NH2:32])=[N:29][N:28]=1. Given the product [CH3:24][O:25][CH2:26][C:27]1[O:31][C:30]([NH:32][C:8]([CH:10]2[C:11]3[CH:12]=[CH:13][CH:14]=[CH:15][C:16]=3[O:17][C:18]3[C:23]2=[CH:22][CH:21]=[CH:20][CH:19]=3)=[O:9])=[N:29][N:28]=1, predict the reactants needed to synthesize it. (7) Given the product [C:37]([O-:38])(=[O:18])[CH3:34].[NH4+:3].[Cl:1][C:2]1[CH:7]=[C:6]([C:8]2[C:16]3[C:11](=[N:12][CH:13]=[CH:14][CH:15]=3)[NH:10][CH:9]=2)[N:5]=[C:4]([NH:26][CH:27]2[CH2:32][CH2:31][CH2:30][CH:29]([NH:33][C:37]([CH:34]3[CH2:36][CH2:35]3)=[O:38])[CH2:28]2)[N:3]=1, predict the reactants needed to synthesize it. The reactants are: [Cl:1][C:2]1[CH:7]=[C:6]([C:8]2[C:16]3[C:11](=[N:12][CH:13]=[CH:14][CH:15]=3)[N:10](S(C3C=CC=CC=3)(=O)=[O:18])[CH:9]=2)[N:5]=[C:4]([NH:26][CH:27]2[CH2:32][CH2:31][CH2:30][CH:29]([NH2:33])[CH2:28]2)[N:3]=1.[CH:34]1([C:37](Cl)=[O:38])[CH2:36][CH2:35]1.CCN(C(C)C)C(C)C. (8) Given the product [CH3:25][O:24][C:21]1[CH:22]=[C:23]2[C:18](=[CH:19][C:20]=1[O:26][CH3:27])[N:17]=[CH:16][N:15]=[C:14]2[N:11]1[CH2:12][CH2:13][N:8]([C:5]2[N:4]=[CH:3][C:2]([B:31]3[O:32][C:33]([CH3:35])([CH3:34])[C:29]([CH3:45])([CH3:28])[O:30]3)=[CH:7][N:6]=2)[CH2:9][CH2:10]1, predict the reactants needed to synthesize it. The reactants are: Br[C:2]1[CH:3]=[N:4][C:5]([N:8]2[CH2:13][CH2:12][N:11]([C:14]3[C:23]4[C:18](=[CH:19][C:20]([O:26][CH3:27])=[C:21]([O:24][CH3:25])[CH:22]=4)[N:17]=[CH:16][N:15]=3)[CH2:10][CH2:9]2)=[N:6][CH:7]=1.[CH3:28][C:29]1([CH3:45])[C:33]([CH3:35])([CH3:34])[O:32][B:31]([B:31]2[O:32][C:33]([CH3:35])([CH3:34])[C:29]([CH3:45])([CH3:28])[O:30]2)[O:30]1.C([O-])(=O)C.[K+].ClCCl.N#N. (9) Given the product [Br:16][C:17]1[C:22]([CH2:23][O:14][C:7]2[C:6]([CH:2]3[O:3][CH2:4][CH2:5][O:1]3)=[CH:11][C:10]([O:12][CH3:13])=[N:9][CH:8]=2)=[CH:21][CH:20]=[CH:19][N:18]=1, predict the reactants needed to synthesize it. The reactants are: [O:1]1[CH2:5][CH2:4][O:3][CH:2]1[C:6]1[CH:11]=[C:10]([O:12][CH3:13])[N:9]=[CH:8][C:7]=1[OH:14].Cl.[Br:16][C:17]1[C:22]([CH2:23]Cl)=[CH:21][CH:20]=[CH:19][N:18]=1.C([O-])([O-])=O.[K+].[K+]. (10) Given the product [Cl:26][CH2:13][C:7]1[CH:6]=[C:5]([C:2]([F:4])([F:1])[CH3:3])[N:10]=[N:9][C:8]=1[O:11][CH3:12], predict the reactants needed to synthesize it. The reactants are: [F:1][C:2]([C:5]1[N:10]=[N:9][C:8]([O:11][CH3:12])=[C:7]([CH2:13]O)[CH:6]=1)([F:4])[CH3:3].CCN(CC)CC.CS([Cl:26])(=O)=O.